From a dataset of Buchwald-Hartwig C-N cross coupling reaction yields with 55,370 reactions. Predict the reaction yield, written as a fraction of the theoretical maximum amount of product (1.0 means a 100% yield; for example, 0.34 means a 34% yield). The reactants are CCc1ccc(Br)cc1.Cc1ccc(N)cc1.O=S(=O)(O[Pd]1c2ccccc2-c2ccccc2N~1)C(F)(F)F.CC(C)c1cc(C(C)C)c(-c2ccccc2P(C(C)(C)C)C(C)(C)C)c(C(C)C)c1.CN1CCCN2CCCN=C12.Fc1cccc(F)c1-c1ccno1. No catalyst specified. The product is CCc1ccc(Nc2ccc(C)cc2)cc1. The yield is 0.717.